From a dataset of Forward reaction prediction with 1.9M reactions from USPTO patents (1976-2016). Predict the product of the given reaction. (1) Given the reactants [C:1]([CH2:3][CH2:4][C:5]([C:8]1[CH:16]=[CH:15][C:11]([C:12]([OH:14])=O)=[CH:10][CH:9]=1)([CH3:7])[CH3:6])#[N:2].[F:17][C:18]([F:30])([F:29])[C:19]1[CH:20]=[CH:21][C:22]2[N:23]([CH:25]=[C:26]([NH2:28])[N:27]=2)[CH:24]=1, predict the reaction product. The product is: [C:1]([CH2:3][CH2:4][C:5]([C:8]1[CH:9]=[CH:10][C:11]([C:12]([NH:28][C:26]2[N:27]=[C:22]3[CH:21]=[CH:20][C:19]([C:18]([F:30])([F:17])[F:29])=[CH:24][N:23]3[CH:25]=2)=[O:14])=[CH:15][CH:16]=1)([CH3:6])[CH3:7])#[N:2]. (2) Given the reactants C[O:2][C:3](=O)[CH2:4][C:5](=O)[CH3:6].Br[CH2:10][C:11]([C:13]1[CH:18]=[C:17]([C:19]([F:22])([F:21])[F:20])[CH:16]=[CH:15][C:14]=1[F:23])=O.[CH2:24]([NH2:30])[C@@H:25]1[O:29][CH2:28][CH2:27][CH2:26]1.[CH:31]1([NH2:37])[CH2:36][CH2:35][CH2:34][CH2:33][CH2:32]1, predict the reaction product. The product is: [CH:31]1([NH:37][C:3]([C:4]2[CH:10]=[C:11]([C:13]3[CH:18]=[C:17]([C:19]([F:22])([F:21])[F:20])[CH:16]=[CH:15][C:14]=3[F:23])[N:30]([CH2:24][C@H:25]3[CH2:26][CH2:27][CH2:28][O:29]3)[C:5]=2[CH3:6])=[O:2])[CH2:36][CH2:35][CH2:34][CH2:33][CH2:32]1. (3) Given the reactants FC(F)(F)S(O[C:7]1[CH:12]=[CH:11][C:10]([N:13]2[CH:18]=[C:17]([O:19][CH3:20])[C:16](=[O:21])[C:15]([C:22]3[N:26]([C:27]4[CH:32]=[CH:31][CH:30]=[CH:29][CH:28]=4)[N:25]=[CH:24][CH:23]=3)=[N:14]2)=[C:9]([F:33])[CH:8]=1)(=O)=O.[CH3:36][N:37]1[CH:41]=[C:40](B2OC(C)(C)C(C)(C)O2)[CH:39]=[N:38]1.C([O-])([O-])=O.[Na+].[Na+].COCCOC, predict the reaction product. The product is: [F:33][C:9]1[CH:8]=[C:7]([C:40]2[CH:39]=[N:38][N:37]([CH3:36])[CH:41]=2)[CH:12]=[CH:11][C:10]=1[N:13]1[CH:18]=[C:17]([O:19][CH3:20])[C:16](=[O:21])[C:15]([C:22]2[N:26]([C:27]3[CH:32]=[CH:31][CH:30]=[CH:29][CH:28]=3)[N:25]=[CH:24][CH:23]=2)=[N:14]1. (4) Given the reactants [CH:1]1([N:4]([CH2:18][CH2:19][O:20][CH2:21][C:22](O)=[O:23])[S:5]([C:8]2[CH:13]=[CH:12][CH:11]=[CH:10][C:9]=2[C:14]([F:17])([F:16])[F:15])(=[O:7])=[O:6])[CH2:3][CH2:2]1.C(N(C(C)C)CC)(C)C.C1C=CC2N(O)N=NC=2C=1.CCN=C=NCCCN(C)C.Cl.Cl.[CH:57]1([N:60]2[CH2:65][CH2:64][N:63]([C:66]3([CH2:72][NH:73][C:74](=[O:81])[C:75]4[CH:80]=[CH:79][N:78]=[CH:77][CH:76]=4)[CH2:71][CH2:70][NH:69][CH2:68][CH2:67]3)[CH2:62][CH2:61]2)[CH2:59][CH2:58]1, predict the reaction product. The product is: [CH:1]1([N:4]([CH2:18][CH2:19][O:20][CH2:21][C:22]([N:69]2[CH2:68][CH2:67][C:66]([CH2:72][NH:73][C:74](=[O:81])[C:75]3[CH:80]=[CH:79][N:78]=[CH:77][CH:76]=3)([N:63]3[CH2:62][CH2:61][N:60]([CH:57]4[CH2:58][CH2:59]4)[CH2:65][CH2:64]3)[CH2:71][CH2:70]2)=[O:23])[S:5]([C:8]2[CH:13]=[CH:12][CH:11]=[CH:10][C:9]=2[C:14]([F:15])([F:17])[F:16])(=[O:7])=[O:6])[CH2:2][CH2:3]1.